From a dataset of Forward reaction prediction with 1.9M reactions from USPTO patents (1976-2016). Predict the product of the given reaction. Given the reactants [Cl:1][C:2]1[C:10]([OH:11])=[CH:9][C:8]([Cl:12])=[CH:7][C:3]=1[C:4](O)=[O:5], predict the reaction product. The product is: [Cl:1][C:2]1[C:3]([CH2:4][OH:5])=[CH:7][C:8]([Cl:12])=[CH:9][C:10]=1[OH:11].